This data is from Full USPTO retrosynthesis dataset with 1.9M reactions from patents (1976-2016). The task is: Predict the reactants needed to synthesize the given product. (1) Given the product [O-:33][N+:9]1[C:10]2[CH:11]=[CH:12][CH:13]=[CH:14][C:15]=2[C:6]2[N:5]([CH2:17][CH2:18][CH2:19][C:20]([O:22][CH2:23][CH3:24])=[O:21])[C:4]([CH2:1][CH2:2][CH3:3])=[N:16][C:7]=2[CH:8]=1, predict the reactants needed to synthesize it. The reactants are: [CH2:1]([C:4]1[N:5]([CH2:17][CH2:18][CH2:19][C:20]([O:22][CH2:23][CH3:24])=[O:21])[C:6]2[C:15]3[CH:14]=[CH:13][CH:12]=[CH:11][C:10]=3[N:9]=[CH:8][C:7]=2[N:16]=1)[CH2:2][CH3:3].C1C=C(Cl)C=C(C(OO)=[O:33])C=1. (2) Given the product [Cl:63][C:50]1[CH:49]=[C:48]([N:39]([C:40]2[CH:45]=[CH:44][C:43]([F:46])=[CH:42][C:41]=2[CH3:47])[C:38]([O:37][CH:35]([O:14][C:13](=[O:15])[CH2:12][O:11][CH2:10][CH2:9][O:8][CH2:7][CH2:6][O:5][CH2:4][CH2:3][O:2][CH3:1])[CH3:36])=[O:64])[CH:53]=[CH:52][C:51]=1[C:54](=[O:62])[C:55]1[CH:60]=[CH:59][CH:58]=[CH:57][C:56]=1[CH3:61], predict the reactants needed to synthesize it. The reactants are: [CH3:1][O:2][CH2:3][CH2:4][O:5][CH2:6][CH2:7][O:8][CH2:9][CH2:10][O:11][CH2:12][C:13]([OH:15])=[O:14].[OH-].C([N+](CCCC)(CCCC)CCCC)CCC.Cl[CH:35]([O:37][C:38](=[O:64])[N:39]([C:48]1[CH:53]=[CH:52][C:51]([C:54](=[O:62])[C:55]2[CH:60]=[CH:59][CH:58]=[CH:57][C:56]=2[CH3:61])=[C:50]([Cl:63])[CH:49]=1)[C:40]1[CH:45]=[CH:44][C:43]([F:46])=[CH:42][C:41]=1[CH3:47])[CH3:36].O.